From a dataset of Reaction yield outcomes from USPTO patents with 853,638 reactions. Predict the reaction yield, written as a fraction of the theoretical maximum amount of product (1.0 means a 100% yield; for example, 0.34 means a 34% yield). (1) The reactants are [CH3:1][C:2]1[C:10]2[C:9](=[O:11])[NH:8][CH:7]=[N:6][C:5]=2[S:4][C:3]=1[C:12]([OH:14])=O.CCN(C(C)C)C(C)C.[F:24][C:25]1[CH:30]=[CH:29][CH:28]=[CH:27][C:26]=1[N:31]1[CH2:36][CH2:35][NH:34][CH2:33][CH2:32]1.CN(C(ON1N=NC2C=CC=NC1=2)=[N+](C)C)C.F[P-](F)(F)(F)(F)F. The catalyst is CN(C=O)C.CCOC(C)=O. The product is [F:24][C:25]1[CH:30]=[CH:29][CH:28]=[CH:27][C:26]=1[N:31]1[CH2:36][CH2:35][N:34]([C:12]([C:3]2[S:4][C:5]3[N:6]=[CH:7][NH:8][C:9](=[O:11])[C:10]=3[C:2]=2[CH3:1])=[O:14])[CH2:33][CH2:32]1. The yield is 0.860. (2) The reactants are [F:1][C:2]1[CH:3]=[C:4]([CH:28]=[C:29]([F:31])[CH:30]=1)[O:5][C:6]1[CH:11]=[CH:10][C:9]([C:12]2[C:20]3[C:15](=[N:16][CH:17]=[N:18][C:19]=3[NH2:21])[N:14]([CH2:22][C@H:23]3[CH2:27][CH2:26][CH2:25][NH:24]3)[N:13]=2)=[CH:8][CH:7]=1.[C:32]([CH2:34][C:35](O)=[O:36])#[N:33].CN(C(ON1N=NC2C=CC=NC1=2)=[N+](C)C)C.F[P-](F)(F)(F)(F)F.C(N(CC)CC)C. The catalyst is CN(C)C=O. The product is [NH2:21][C:19]1[N:18]=[CH:17][N:16]=[C:15]2[N:14]([CH2:22][C@H:23]3[CH2:27][CH2:26][CH2:25][N:24]3[C:35](=[O:36])[CH2:34][C:32]#[N:33])[N:13]=[C:12]([C:9]3[CH:8]=[CH:7][C:6]([O:5][C:4]4[CH:28]=[C:29]([F:31])[CH:30]=[C:2]([F:1])[CH:3]=4)=[CH:11][CH:10]=3)[C:20]=12. The yield is 0.470. (3) The reactants are [N-:1]=[N+:2]=[N-:3].[Na+].[CH3:5][O:6][C:7]([C:9]1[CH:10]=[C:11]([C:20]2[CH:25]=[CH:24][C:23]([CH3:26])=[CH:22][CH:21]=2)[CH:12]=[C:13]([C:15](=O)[NH:16][CH2:17][CH3:18])[CH:14]=1)=[O:8].[Si](Cl)(Cl)(Cl)Cl.C([O-])([O-])=O.[Na+].[Na+]. The catalyst is C(#N)C. The product is [CH3:5][O:6][C:7]([C:9]1[CH:10]=[C:11]([C:20]2[CH:21]=[CH:22][C:23]([CH3:26])=[CH:24][CH:25]=2)[CH:12]=[C:13]([C:15]2[N:16]([CH2:17][CH3:18])[N:3]=[N:2][N:1]=2)[CH:14]=1)=[O:8]. The yield is 0.890. (4) The catalyst is ClCCl.C1COCC1. The reactants are [H-].[Na+].[CH3:3][O:4][C:5]1[CH:6]=[CH:7][C:8]([CH2:17][CH2:18][CH:19]([C:25]([O:27][CH2:28][CH3:29])=[O:26])[C:20]([O:22][CH2:23][CH3:24])=[O:21])=[C:9]2[C:14]=1[N:13]([CH3:15])[C:12](=[O:16])[CH:11]=[CH:10]2.[H][H].[Cl:32]N1C(=O)CCC1=O.Cl. The product is [Cl:32][C:19]([CH2:18][CH2:17][C:8]1[CH:7]=[CH:6][C:5]([O:4][CH3:3])=[C:14]2[C:9]=1[CH:10]=[CH:11][C:12](=[O:16])[N:13]2[CH3:15])([C:20]([O:22][CH2:23][CH3:24])=[O:21])[C:25]([O:27][CH2:28][CH3:29])=[O:26]. The yield is 1.00. (5) The reactants are [NH2:1][C:2]1[CH:7]=[CH:6][C:5]([N:8]([CH2:30][C:31]2[CH:36]=[CH:35][CH:34]=[C:33]([C:37]#[N:38])[CH:32]=2)[CH:9]2[CH2:14][CH2:13][N:12]([CH:15]([CH3:29])[CH2:16][CH2:17][NH:18][C:19](=[O:28])[C:20]3[C:25]([CH3:26])=[CH:24][CH:23]=[CH:22][C:21]=3[CH3:27])[CH2:11][CH2:10]2)=[CH:4][CH:3]=1.CCN(CC)CC.[C:46](O[C:46]([C:48]([F:51])([F:50])[F:49])=[O:47])([C:48]([F:51])([F:50])[F:49])=[O:47]. The catalyst is C(Cl)Cl. The product is [C:37]([C:33]1[CH:32]=[C:31]([CH:36]=[CH:35][CH:34]=1)[CH2:30][N:8]([C:5]1[CH:6]=[CH:7][C:2]([NH:1][C:46](=[O:47])[C:48]([F:51])([F:50])[F:49])=[CH:3][CH:4]=1)[CH:9]1[CH2:10][CH2:11][N:12]([CH:15]([CH3:29])[CH2:16][CH2:17][NH:18][C:19](=[O:28])[C:20]2[C:21]([CH3:27])=[CH:22][CH:23]=[CH:24][C:25]=2[CH3:26])[CH2:13][CH2:14]1)#[N:38]. The yield is 0.890. (6) The reactants are [CH2:1]([C:8]1[N:9]=[C:10]([C:31]([O-])=[O:32])[S:11][C:12]=1[C:13]1[C:22]2[C:17](=[CH:18][CH:19]=[CH:20][CH:21]=2)[C:16]([S:23](=[O:30])(=[O:29])[NH:24][C:25]([CH3:28])([CH3:27])[CH3:26])=[CH:15][CH:14]=1)[C:2]1[CH:7]=[CH:6][CH:5]=[CH:4][CH:3]=1.[K+].CCN(C(C)C)C(C)C.CN(C(ON1N=[N:59][C:54]2[CH:55]=[CH:56]C=N[C:53]1=2)=[N+](C)C)C.F[P-](F)(F)(F)(F)F. The catalyst is CN(C=O)C.O. The product is [CH2:1]([C:8]1[N:9]=[C:10]([C:31]([NH:59][CH:54]2[CH2:53][CH2:16][S:23](=[O:30])(=[O:29])[CH2:56][CH2:55]2)=[O:32])[S:11][C:12]=1[C:13]1[C:22]2[C:17](=[CH:18][CH:19]=[CH:20][CH:21]=2)[C:16]([S:23](=[O:29])(=[O:30])[NH:24][C:25]([CH3:26])([CH3:28])[CH3:27])=[CH:15][CH:14]=1)[C:2]1[CH:7]=[CH:6][CH:5]=[CH:4][CH:3]=1. The yield is 0.240. (7) The reactants are [S:1]([O:8]S(C(F)(F)F)(=O)=O)([C:4]([F:7])([F:6])[F:5])(=[O:3])=[O:2].O[C:17]1[CH:26]=[C:25]([CH3:27])[CH:24]=[CH:23][C:18]=1[C:19]([O:21][CH3:22])=[O:20]. The catalyst is N1C=CC=CC=1. The product is [F:5][C:4]([F:7])([F:6])[S:1]([O:8][C:17]1[CH:26]=[C:25]([CH3:27])[CH:24]=[CH:23][C:18]=1[C:19]([O:21][CH3:22])=[O:20])(=[O:3])=[O:2]. The yield is 0.900. (8) The reactants are [CH2:1]([N:8]1[CH2:13][CH2:12][N:11]([C:14]2[CH:19]=[CH:18][C:17]([N+:20]([O-])=O)=[CH:16][CH:15]=2)[CH2:10][CH2:9]1)[C:2]1[CH:7]=[CH:6][CH:5]=[CH:4][CH:3]=1.[Cl-].[Ca+2].[Cl-]. The catalyst is O.C(O)C.C(O)(=O)C.[Zn]. The product is [CH2:1]([N:8]1[CH2:9][CH2:10][N:11]([C:14]2[CH:15]=[CH:16][C:17]([NH2:20])=[CH:18][CH:19]=2)[CH2:12][CH2:13]1)[C:2]1[CH:3]=[CH:4][CH:5]=[CH:6][CH:7]=1. The yield is 0.960.